From a dataset of NCI-60 drug combinations with 297,098 pairs across 59 cell lines. Regression. Given two drug SMILES strings and cell line genomic features, predict the synergy score measuring deviation from expected non-interaction effect. (1) Drug 1: CCCCCOC(=O)NC1=NC(=O)N(C=C1F)C2C(C(C(O2)C)O)O. Drug 2: CC1CCC2CC(C(=CC=CC=CC(CC(C(=O)C(C(C(=CC(C(=O)CC(OC(=O)C3CCCCN3C(=O)C(=O)C1(O2)O)C(C)CC4CCC(C(C4)OC)OCCO)C)C)O)OC)C)C)C)OC. Cell line: OVCAR-4. Synergy scores: CSS=-1.70, Synergy_ZIP=-0.257, Synergy_Bliss=-2.80, Synergy_Loewe=-17.3, Synergy_HSA=-4.35. (2) Drug 1: CS(=O)(=O)C1=CC(=C(C=C1)C(=O)NC2=CC(=C(C=C2)Cl)C3=CC=CC=N3)Cl. Drug 2: CS(=O)(=O)CCNCC1=CC=C(O1)C2=CC3=C(C=C2)N=CN=C3NC4=CC(=C(C=C4)OCC5=CC(=CC=C5)F)Cl. Cell line: SF-268. Synergy scores: CSS=-0.407, Synergy_ZIP=2.55, Synergy_Bliss=4.38, Synergy_Loewe=-0.390, Synergy_HSA=-0.0724.